Dataset: Full USPTO retrosynthesis dataset with 1.9M reactions from patents (1976-2016). Task: Predict the reactants needed to synthesize the given product. (1) Given the product [S:30]1[CH:26]=[CH:27][CH:28]=[C:29]1[C:31]([OH:33])=[O:32].[N:1]1[C:5]2[CH:6]=[CH:7][CH:8]=[CH:9][C:4]=2[NH:3][CH:2]=1, predict the reactants needed to synthesize it. The reactants are: [N:1]1[C:5]2[CH:6]=[CH:7][CH:8]=[CH:9][C:4]=2[NH:3][CH:2]=1.C(=O)([O-])[O-].[Cs+].[Cs+].NC1N=C(O)C=C(O)N=1.Br[C:26]1[S:30][C:29]([C:31]([OH:33])=[O:32])=[CH:28][CH:27]=1. (2) Given the product [NH2:19][C:11]1[N:12]([C:13]2[CH:14]=[CH:15][CH:16]=[CH:17][CH:18]=2)[C:21](=[O:24])[CH:22]=[CH:23][C:10]=1[C:9](=[O:20])[C:6]1[CH:5]=[CH:4][C:3]([O:2][CH3:1])=[CH:8][CH:7]=1, predict the reactants needed to synthesize it. The reactants are: [CH3:1][O:2][C:3]1[CH:8]=[CH:7][C:6]([C:9](=[O:20])[CH2:10][C:11](=[NH:19])[NH:12][C:13]2[CH:18]=[CH:17][CH:16]=[CH:15][CH:14]=2)=[CH:5][CH:4]=1.[C:21](OC)(=[O:24])[C:22]#[CH:23].C(OCC)C. (3) Given the product [N:15]1[C:16]2[C:17](=[N:18][CH:19]=[CH:20][C:21]=2[C:22]2[CH:23]=[CH:24][C:25]([C:26]([OH:28])=[O:27])=[CH:29][CH:30]=2)[NH:31][C:14]=1[C:11]1[CH:12]=[CH:13][C:8]([C:58]([OH:59])=[O:57])=[CH:9][CH:10]=1, predict the reactants needed to synthesize it. The reactants are: N1(C[C:8]2[CH:13]=[CH:12][C:11]([C:14]3[NH:31][C:17]4=[N:18][CH:19]=[CH:20][C:21]([C:22]5[CH:30]=[CH:29][C:25]([C:26]([OH:28])=[O:27])=[CH:24][CH:23]=5)=[C:16]4[N:15]=3)=[CH:10][CH:9]=2)CCOCC1.ClC1C=CN=C2NC(C3C=CC(C(N4CCOCC4)=O)=CC=3)=NC=12.C[O:57][C:58](C1C=CC(B(O)O)=CC=1)=[O:59].C(=O)([O-])[O-].[Na+].[Na+].[Li+].[OH-].